From a dataset of Forward reaction prediction with 1.9M reactions from USPTO patents (1976-2016). Predict the product of the given reaction. (1) Given the reactants [N+:1]([C:4]1[C:5](C(O)=O)=[N:6][N:7]([C:9]2[CH:14]=[CH:13][CH:12]=[CH:11][CH:10]=2)[CH:8]=1)([O-:3])=[O:2].C1(P([N:32]=[N+]=[N-])(C2C=CC=CC=2)=O)C=CC=CC=1.C(N(CC)CC)C.CC(O)(C)C, predict the reaction product. The product is: [NH2:32][C:5]1[C:4]([N+:1]([O-:3])=[O:2])=[CH:8][N:7]([C:9]2[CH:14]=[CH:13][CH:12]=[CH:11][CH:10]=2)[N:6]=1. (2) The product is: [CH:11]1([NH:17][C:18]([N:4]2[C:5]3[C:10](=[C:9]([CH3:20])[CH:8]=[CH:7][CH:6]=3)[CH2:2][CH2:3]2)=[O:19])[CH2:16][CH2:15][CH2:14][CH2:13][CH2:12]1. Given the reactants C[CH:2]1[C:10]2[C:5](=[CH:6][CH:7]=[CH:8][CH:9]=2)[NH:4][CH2:3]1.[CH:11]1([N:17]=[C:18]=[O:19])[CH2:16][CH2:15][CH2:14][CH2:13][CH2:12]1.[CH2:20]1COCC1, predict the reaction product. (3) Given the reactants [Cl-].[CH2:2]([O:10][C:11]1[CH:16]=[CH:15][C:14]([I+:17][C:18]2[CH:23]=[CH:22][CH:21]=[CH:20][CH:19]=2)=[CH:13][CH:12]=1)[CH2:3][CH2:4][CH2:5][CH2:6][CH2:7][CH2:8][CH3:9].[F:24][C:25]([F:40])([S:36]([O-:39])(=[O:38])=[O:37])[C:26]([F:35])([F:34])[C:27]([F:33])([F:32])[C:28]([F:31])([F:30])[F:29].[K+].C(Cl)(Cl)Cl, predict the reaction product. The product is: [F:40][C:25]([F:24])([S:36]([O-:39])(=[O:38])=[O:37])[C:26]([F:34])([F:35])[C:27]([F:33])([F:32])[C:28]([F:31])([F:30])[F:29].[CH2:2]([O:10][C:11]1[CH:12]=[CH:13][C:14]([I+:17][C:18]2[CH:23]=[CH:22][CH:21]=[CH:20][CH:19]=2)=[CH:15][CH:16]=1)[CH2:3][CH2:4][CH2:5][CH2:6][CH2:7][CH2:8][CH3:9]. (4) Given the reactants C(OC(=O)[NH:7][CH2:8][CH:9]1[CH2:13][CH2:12][CH2:11][N:10]1[CH2:14][C@H:15]([OH:27])[C:16]1[CH:25]=[CH:24][C:19]2[C:20](=[O:23])[O:21][CH2:22][C:18]=2[C:17]=1[CH3:26])(C)(C)C.[ClH:29], predict the reaction product. The product is: [ClH:29].[NH2:7][CH2:8][CH:9]1[CH2:13][CH2:12][CH2:11][N:10]1[CH2:14][C@@H:15]([C:16]1[CH:25]=[CH:24][C:19]2[C:20](=[O:23])[O:21][CH2:22][C:18]=2[C:17]=1[CH3:26])[OH:27]. (5) Given the reactants [Cl:1][C:2]1[CH:6]=[C:5]([C:7]([O:9]C)=[O:8])[N:4]([C:11]2[CH:12]=[N:13][CH:14]=[CH:15][CH:16]=2)[N:3]=1.O.[OH-].[Li+].O1CCOCC1, predict the reaction product. The product is: [Cl:1][C:2]1[CH:6]=[C:5]([C:7]([OH:9])=[O:8])[N:4]([C:11]2[CH:12]=[N:13][CH:14]=[CH:15][CH:16]=2)[N:3]=1. (6) Given the reactants [Cl:1][C:2]1[CH:3]=[CH:4][CH:5]=[C:6]2[C:11]=1[N:10]=[C:9]([O:12][C:13]1[CH:18]=[CH:17][CH:16]=[CH:15][CH:14]=1)[C:8]([CH2:19]Cl)=[CH:7]2.[N-:21]=[N+]=[N-].[Na+], predict the reaction product. The product is: [Cl:1][C:2]1[CH:3]=[CH:4][CH:5]=[C:6]2[C:11]=1[N:10]=[C:9]([O:12][C:13]1[CH:18]=[CH:17][CH:16]=[CH:15][CH:14]=1)[C:8]([CH2:19][NH2:21])=[CH:7]2. (7) Given the reactants Cl.N[C@@H](C[C@H](C)CCCC)C[C:5]([OH:7])=[O:6].N[C@@H:16]([CH2:25][C@H:26]([CH3:31])[CH2:27][CH2:28][CH2:29][CH3:30])[CH2:17][C:18]([O:20][C:21]([CH3:24])([CH3:23])[CH3:22])=[O:19], predict the reaction product. The product is: [C:21]([O:20][C:18](=[O:19])[CH2:17][C@H:16]([CH2:25][C@H:26]([CH3:31])[CH2:27][CH2:28][CH2:29][CH3:30])[C:5]([OH:7])=[O:6])([CH3:24])([CH3:23])[CH3:22]. (8) The product is: [C:22]([C:20]1[S:21][C:17]([N:16]2[C:10]3[CH:9]=[C:8]([C:6]([NH:5][CH2:4][CH2:3][O:2][CH3:1])=[O:7])[N:13]=[CH:12][C:11]=3[N:14]=[CH:15]2)=[CH:18][C:19]=1[O:26][CH2:27][C:28]1[CH:33]=[CH:32][CH:31]=[CH:30][C:29]=1[C:34]([F:36])([F:37])[F:35])(=[O:24])[NH2:38]. Given the reactants [CH3:1][O:2][CH2:3][CH2:4][NH:5][C:6]([C:8]1[N:13]=[CH:12][C:11]2[N:14]=[CH:15][N:16]([C:17]3[S:21][C:20]([C:22]([O:24]C)=O)=[C:19]([O:26][CH2:27][C:28]4[CH:33]=[CH:32][CH:31]=[CH:30][C:29]=4[C:34]([F:37])([F:36])[F:35])[CH:18]=3)[C:10]=2[CH:9]=1)=[O:7].[NH3:38], predict the reaction product.